Dataset: Catalyst prediction with 721,799 reactions and 888 catalyst types from USPTO. Task: Predict which catalyst facilitates the given reaction. (1) Reactant: Br[C:2]1[CH:3]=[C:4]([CH:14]=[CH:15][CH:16]=1)[CH2:5][CH2:6][O:7]C1CCCCO1.[NH:17]1[CH2:21][CH2:20][CH2:19][CH2:18]1.C(P(C(C)(C)C)C1C=CC=CC=1C1C=CC=CC=1)(C)(C)C.CC(C)([O-])C.[Na+]. Product: [N:17]1([C:2]2[CH:3]=[C:4]([CH:14]=[CH:15][CH:16]=2)[CH2:5][CH2:6][OH:7])[CH2:21][CH2:20][CH2:19][CH2:18]1. The catalyst class is: 493. (2) Reactant: [C:1]([NH:4][C:5]([CH2:16][CH2:17][C:18]1[CH:23]=[CH:22][C:21]([S:24][C:25]2[CH:30]=[CH:29][C:28]([C:31](=[O:34])[CH2:32]Cl)=[CH:27][CH:26]=2)=[CH:20][CH:19]=1)([C:11]([O:13][CH2:14][CH3:15])=[O:12])[C:6]([O:8][CH2:9][CH3:10])=[O:7])(=[O:3])[CH3:2].[C:35]([OH:40])(=[O:39])[CH:36]([CH3:38])[CH3:37].CCN(CC)CC. Product: [C:1]([NH:4][C:5]([CH2:16][CH2:17][C:18]1[CH:23]=[CH:22][C:21]([S:24][C:25]2[CH:30]=[CH:29][C:28]([C:31](=[O:34])[CH2:32][O:40][C:35](=[O:39])[CH:36]([CH3:38])[CH3:37])=[CH:27][CH:26]=2)=[CH:20][CH:19]=1)([C:11]([O:13][CH2:14][CH3:15])=[O:12])[C:6]([O:8][CH2:9][CH3:10])=[O:7])(=[O:3])[CH3:2]. The catalyst class is: 23. (3) The catalyst class is: 14. Product: [OH:8][CH2:9][C:10]1[N:36]([CH3:35])[C:14](=[O:15])[C:13]2[S:17][C:18]3[CH2:23][CH2:22][CH2:21][CH2:20][C:19]=3[C:12]=2[C:11]=1[C:24]1[C:25]([CH3:34])=[C:26]2[C:31](=[CH:32][CH:33]=1)[O:30][CH2:29][CH2:28][CH2:27]2. Reactant: [Si]([O:8][CH2:9][C:10]1[O:15][C:14](=O)[C:13]2[S:17][C:18]3[CH2:23][CH2:22][CH2:21][CH2:20][C:19]=3[C:12]=2[C:11]=1[C:24]1[C:25]([CH3:34])=[C:26]2[C:31](=[CH:32][CH:33]=1)[O:30][CH2:29][CH2:28][CH2:27]2)(C(C)(C)C)(C)C.[CH3:35][NH2:36]. (4) Reactant: [CH:1]1([N:4](CC2C=CC(OC)=CC=2)[C:5]2[C:6]3[N:7]([C:23]([C:26]#[N:27])=[CH:24][N:25]=3)[N:8]=[C:9]([NH:11][C:12]3[CH:17]=[CH:16][C:15]([N:18]([CH2:21][CH3:22])[CH2:19][CH3:20])=[CH:14][CH:13]=3)[CH:10]=2)[CH2:3][CH2:2]1.C(O)(C(F)(F)F)=O.CO. Product: [CH:1]1([NH:4][C:5]2[C:6]3[N:7]([C:23]([C:26]#[N:27])=[CH:24][N:25]=3)[N:8]=[C:9]([NH:11][C:12]3[CH:13]=[CH:14][C:15]([N:18]([CH2:21][CH3:22])[CH2:19][CH3:20])=[CH:16][CH:17]=3)[CH:10]=2)[CH2:3][CH2:2]1. The catalyst class is: 2. (5) Reactant: [C:1]([O:5][C:6]([N:8]1[CH2:23][CH2:22][C:11]2([NH:15][C:14](=[O:16])[N:13]([CH2:17][CH:18]([CH3:20])[CH3:19])[C:12]2=[O:21])[CH2:10][CH2:9]1)=[O:7])([CH3:4])([CH3:3])[CH3:2].C([O-])([O-])=O.[Cs+].[Cs+].Br[CH2:31][C:32]1[CH:37]=[CH:36][C:35]([O:38][C:39]([F:42])([F:41])[F:40])=[CH:34][CH:33]=1. Product: [C:1]([O:5][C:6]([N:8]1[CH2:23][CH2:22][C:11]2([N:15]([CH2:31][C:32]3[CH:37]=[CH:36][C:35]([O:38][C:39]([F:40])([F:41])[F:42])=[CH:34][CH:33]=3)[C:14](=[O:16])[N:13]([CH2:17][CH:18]([CH3:19])[CH3:20])[C:12]2=[O:21])[CH2:10][CH2:9]1)=[O:7])([CH3:3])([CH3:2])[CH3:4]. The catalyst class is: 3.